The task is: Regression. Given two drug SMILES strings and cell line genomic features, predict the synergy score measuring deviation from expected non-interaction effect.. This data is from NCI-60 drug combinations with 297,098 pairs across 59 cell lines. (1) Cell line: ACHN. Drug 2: CC1CCCC2(C(O2)CC(NC(=O)CC(C(C(=O)C(C1O)C)(C)C)O)C(=CC3=CSC(=N3)C)C)C. Drug 1: C1=CC(=CC=C1CCCC(=O)O)N(CCCl)CCCl. Synergy scores: CSS=22.8, Synergy_ZIP=-0.750, Synergy_Bliss=-0.444, Synergy_Loewe=-1.75, Synergy_HSA=-1.75. (2) Drug 1: C1CC(C1)(C(=O)O)C(=O)O.[NH2-].[NH2-].[Pt+2]. Drug 2: C1CNP(=O)(OC1)N(CCCl)CCCl. Cell line: UACC-257. Synergy scores: CSS=-2.22, Synergy_ZIP=0.667, Synergy_Bliss=-1.90, Synergy_Loewe=-3.53, Synergy_HSA=-3.29. (3) Drug 1: C1C(C(OC1N2C=C(C(=O)NC2=O)F)CO)O. Drug 2: C1CN(P(=O)(OC1)NCCCl)CCCl. Cell line: MDA-MB-231. Synergy scores: CSS=7.00, Synergy_ZIP=-0.351, Synergy_Bliss=0.599, Synergy_Loewe=-17.7, Synergy_HSA=1.15. (4) Drug 1: C1CCN(CC1)CCOC2=CC=C(C=C2)C(=O)C3=C(SC4=C3C=CC(=C4)O)C5=CC=C(C=C5)O. Drug 2: CCC(=C(C1=CC=CC=C1)C2=CC=C(C=C2)OCCN(C)C)C3=CC=CC=C3.C(C(=O)O)C(CC(=O)O)(C(=O)O)O. Cell line: KM12. Synergy scores: CSS=-3.77, Synergy_ZIP=2.78, Synergy_Bliss=-3.01, Synergy_Loewe=-9.01, Synergy_HSA=-8.42. (5) Drug 1: CC1=C(C=C(C=C1)NC2=NC=CC(=N2)N(C)C3=CC4=NN(C(=C4C=C3)C)C)S(=O)(=O)N.Cl. Drug 2: C1=CC=C(C=C1)NC(=O)CCCCCCC(=O)NO. Cell line: UACC62. Synergy scores: CSS=2.72, Synergy_ZIP=-7.43, Synergy_Bliss=-8.74, Synergy_Loewe=-29.3, Synergy_HSA=-8.65. (6) Drug 1: C1=CN(C=N1)CC(O)(P(=O)(O)O)P(=O)(O)O. Drug 2: C1=NC2=C(N1)C(=S)N=CN2. Cell line: NCI/ADR-RES. Synergy scores: CSS=32.6, Synergy_ZIP=1.09, Synergy_Bliss=-3.02, Synergy_Loewe=-9.57, Synergy_HSA=-2.13. (7) Drug 2: CC1=C(C(=O)C2=C(C1=O)N3CC4C(C3(C2COC(=O)N)OC)N4)N. Cell line: 786-0. Drug 1: C1=CC=C(C=C1)NC(=O)CCCCCCC(=O)NO. Synergy scores: CSS=47.4, Synergy_ZIP=2.21, Synergy_Bliss=3.95, Synergy_Loewe=-9.54, Synergy_HSA=5.12.